This data is from Reaction yield outcomes from USPTO patents with 853,638 reactions. The task is: Predict the reaction yield, written as a fraction of the theoretical maximum amount of product (1.0 means a 100% yield; for example, 0.34 means a 34% yield). (1) The reactants are [F:1][C:2]1[CH:7]=[CH:6][C:5]([N:8]([CH2:12][C:13]([CH3:15])=[CH2:14])[C:9](=[O:11])[CH3:10])=[CH:4][CH:3]=1.[Cl-].[Cl-].[Cl-].[Al+3].O. The catalyst is C(OCC)(=O)C. The product is [F:1][C:2]1[CH:3]=[C:4]2[C:5](=[CH:6][CH:7]=1)[N:8]([C:9](=[O:11])[CH3:10])[CH2:12][C:13]2([CH3:15])[CH3:14]. The yield is 1.00. (2) The reactants are [CH3:1][N:2]([CH3:16])[S:3]([C:6]1[CH:15]=[CH:14][C:9]2[N:10]=[C:11]([CH3:13])[S:12][C:8]=2[CH:7]=1)(=[O:5])=[O:4].[CH3:17][O:18][S:19]([C:22]1[CH:27]=[CH:26][C:25]([CH3:28])=[CH:24][CH:23]=1)(=[O:21])=[O:20]. No catalyst specified. The product is [S:19]([C:22]1[CH:27]=[CH:26][C:25]([CH3:28])=[CH:24][CH:23]=1)([O-:21])(=[O:20])=[O:18].[CH3:16][N:2]([CH3:1])[S:3]([C:6]1[CH:15]=[CH:14][C:9]2[N+:10]([CH3:17])=[C:11]([CH3:13])[S:12][C:8]=2[CH:7]=1)(=[O:4])=[O:5]. The yield is 0.840. (3) The reactants are [NH:1]1[CH:5]=[C:4]([CH:6]=[O:7])[N:3]=[CH:2]1.CC(C)([O-])C.[K+].[F:14][C:15]1[CH:22]=[CH:21][C:18]([CH2:19]Br)=[CH:17][CH:16]=1.[Cl-].[NH4+]. The catalyst is CN(C)C=O. The product is [F:14][C:15]1[CH:22]=[CH:21][C:18]([CH2:19][N:1]2[CH:5]=[C:4]([CH:6]=[O:7])[N:3]=[CH:2]2)=[CH:17][CH:16]=1. The yield is 0.440.